From a dataset of Forward reaction prediction with 1.9M reactions from USPTO patents (1976-2016). Predict the product of the given reaction. (1) Given the reactants Br[C:2]1[CH:3]=[N:4][N:5]([CH:7]2[CH2:12][CH2:11][CH2:10][CH2:9][O:8]2)[CH:6]=1.[Li]CCCC.CN([CH:21]=[O:22])C.O, predict the reaction product. The product is: [O:8]1[CH2:9][CH2:10][CH2:11][CH2:12][CH:7]1[N:5]1[CH:6]=[C:2]([CH:21]=[O:22])[CH:3]=[N:4]1. (2) Given the reactants [N+:1]([C:4]1[CH:9]=[CH:8][C:7]([N:10]2[CH2:15][CH2:14][NH:13][CH2:12][CH2:11]2)=[CH:6][CH:5]=1)([O-:3])=[O:2].[Na].[CH3:17][C:18]([CH3:20])=O.O, predict the reaction product. The product is: [CH:18]([N:13]1[CH2:14][CH2:15][N:10]([C:7]2[CH:6]=[CH:5][C:4]([N+:1]([O-:3])=[O:2])=[CH:9][CH:8]=2)[CH2:11][CH2:12]1)([CH3:20])[CH3:17].